This data is from Forward reaction prediction with 1.9M reactions from USPTO patents (1976-2016). The task is: Predict the product of the given reaction. (1) The product is: [Cl:19][C:14]1[CH:13]=[CH:12][N:11]=[C:10]2[S:9][CH:8]=[C:7]([C:1]3[CH:6]=[CH:5][CH:4]=[CH:3][CH:2]=3)[C:15]=12. Given the reactants [C:1]1([C:7]2[C:15]3[C:14](=O)[CH:13]=[CH:12][NH:11][C:10]=3[S:9][CH:8]=2)[CH:6]=[CH:5][CH:4]=[CH:3][CH:2]=1.P(Cl)(Cl)([Cl:19])=O, predict the reaction product. (2) Given the reactants [CH3:1][O:2][C:3]([C:5]1[CH:39]=[CH:38][C:8]([CH2:9][N:10]([CH2:30][CH2:31][C:32]2[CH:37]=[CH:36][CH:35]=[CH:34][CH:33]=2)[C:11]([C@@H:13]2[CH2:22][C:21]3[C:16](=[CH:17][CH:18]=[CH:19][CH:20]=3)[CH2:15][N:14]2C(OC(C)(C)C)=O)=[O:12])=[CH:7][CH:6]=1)=[O:4].C(O)(C(F)(F)F)=O, predict the reaction product. The product is: [CH2:30]([N:10]([CH2:9][C:8]1[CH:7]=[CH:6][C:5]([C:3]([O:2][CH3:1])=[O:4])=[CH:39][CH:38]=1)[C:11]([C@@H:13]1[CH2:22][C:21]2[C:16](=[CH:17][CH:18]=[CH:19][CH:20]=2)[CH2:15][NH:14]1)=[O:12])[CH2:31][C:32]1[CH:33]=[CH:34][CH:35]=[CH:36][CH:37]=1. (3) Given the reactants [CH3:1][O:2][C:3]1[CH:4]=[C:5]([CH:23]=[CH:24][C:25]=1[O:26][CH3:27])[CH2:6][CH:7]1[C:16]2[C:11](=[CH:12][C:13]([O:21][CH3:22])=[C:14]([O:19][CH3:20])[C:15]=2[O:17][CH3:18])[CH2:10][CH2:9][NH:8]1.Br[CH2:29][C:30](Br)=[O:31].[N:33]1[CH:38]=[CH:37][CH:36]=[CH:35][C:34]=1[CH2:39][NH2:40], predict the reaction product. The product is: [CH3:1][O:2][C:3]1[CH:4]=[C:5]([CH:23]=[CH:24][C:25]=1[O:26][CH3:27])[CH2:6][CH:7]1[C:16]2[C:11](=[CH:12][C:13]([O:21][CH3:22])=[C:14]([O:19][CH3:20])[C:15]=2[O:17][CH3:18])[CH2:10][CH2:9][N:8]1[CH2:29][C:30]([NH:40][CH2:39][C:34]1[CH:35]=[CH:36][CH:37]=[CH:38][N:33]=1)=[O:31]. (4) The product is: [Cl:16][C:9]1[C:10]([F:15])=[CH:11][C:12]([CH2:13][O:14][CH3:2])=[C:7]([Cl:6])[N:8]=1. Given the reactants O1CCC[CH2:2]1.[Cl:6][C:7]1[C:12]([CH2:13][OH:14])=[CH:11][C:10]([F:15])=[C:9]([Cl:16])[N:8]=1.[H-].[Na+].COCCl, predict the reaction product.